This data is from Full USPTO retrosynthesis dataset with 1.9M reactions from patents (1976-2016). The task is: Predict the reactants needed to synthesize the given product. Given the product [CH3:1][N:2]([C:15]1[CH:20]=[CH:19][CH:18]=[CH:17][CH:16]=1)[S:3]([C:6]1[CH:7]=[CH:8][C:9]([C:10]([NH:32][C:29]2[S:30][CH:31]=[C:27]([C:22]3[CH:23]=[CH:24][CH:25]=[CH:26][N:21]=3)[N:28]=2)=[O:12])=[CH:13][CH:14]=1)(=[O:4])=[O:5], predict the reactants needed to synthesize it. The reactants are: [CH3:1][N:2]([C:15]1[CH:20]=[CH:19][CH:18]=[CH:17][CH:16]=1)[S:3]([C:6]1[CH:14]=[CH:13][C:9]([C:10]([OH:12])=O)=[CH:8][CH:7]=1)(=[O:5])=[O:4].[N:21]1[CH:26]=[CH:25][CH:24]=[CH:23][C:22]=1[C:27]1[N:28]=[C:29]([NH2:32])[S:30][CH:31]=1.